Task: Predict which catalyst facilitates the given reaction.. Dataset: Catalyst prediction with 721,799 reactions and 888 catalyst types from USPTO Reactant: [CH3:1][O:2][C:3]([NH:5][C@@H:6]([CH:10]([CH3:12])[CH3:11])[C:7]([OH:9])=O)=[O:4].CN(C(ON1N=NC2C=CC=NC1=2)=[N+](C)C)C.F[P-](F)(F)(F)(F)F.C(Cl)Cl.Cl.[OH:41][C@H:42]1[CH2:46][NH:45][C@H:44]([C:47]([O:49][CH3:50])=[O:48])[CH2:43]1. The catalyst class is: 250. Product: [OH:41][C@H:42]1[CH2:46][N:45]([C:7](=[O:9])[C@@H:6]([NH:5][C:3]([O:2][CH3:1])=[O:4])[CH:10]([CH3:12])[CH3:11])[C@H:44]([C:47]([O:49][CH3:50])=[O:48])[CH2:43]1.